From a dataset of Catalyst prediction with 721,799 reactions and 888 catalyst types from USPTO. Predict which catalyst facilitates the given reaction. (1) Reactant: [C:1]([CH2:3][C:4]1[C:5]([C:10]#[N:11])=[N:6][CH:7]=[CH:8][CH:9]=1)#[N:2].[O-:12][CH2:13][CH3:14].[Na+]. Product: [CH2:13]([O:12][C:1]1[CH:3]=[C:4]2[C:5](=[C:10]([NH2:11])[N:2]=1)[N:6]=[CH:7][CH:8]=[CH:9]2)[CH3:14]. The catalyst class is: 8. (2) Reactant: [F:1][C:2]1[CH:3]=[N:4][C:5]2[C:10]([C:11]=1[CH2:12][CH2:13][N:14]1[CH2:18][CH2:17][C@@H:16]([C:19]([NH2:22])([CH3:21])[CH3:20])[CH2:15]1)=[N:9][C:8]([O:23][CH3:24])=[CH:7][CH:6]=2.CCO.[O:28]=[C:29]1[CH2:34][S:33][C:32]2[CH:35]=[CH:36][C:37]([CH:39]=O)=[N:38][C:31]=2[NH:30]1. Product: [F:1][C:2]1[CH:3]=[N:4][C:5]2[C:10]([C:11]=1[CH2:12][CH2:13][N:14]1[CH2:18][CH2:17][C@@H:16]([C:19]([NH:22][CH2:39][C:37]3[CH:36]=[CH:35][C:32]4[S:33][CH2:34][C:29](=[O:28])[NH:30][C:31]=4[N:38]=3)([CH3:21])[CH3:20])[CH2:15]1)=[N:9][C:8]([O:23][CH3:24])=[CH:7][CH:6]=2. The catalyst class is: 2.